Dataset: Experimentally validated miRNA-target interactions with 360,000+ pairs, plus equal number of negative samples. Task: Binary Classification. Given a miRNA mature sequence and a target amino acid sequence, predict their likelihood of interaction. (1) The miRNA is hsa-miR-3129-5p with sequence GCAGUAGUGUAGAGAUUGGUUU. The protein sequence of the target gene is MANLGYWLLALFVTMWTDVGLCKKRPKPGGWNTGGSRYPGQGSPGGNRYPPQGGTWGQPHGGGWGQPHGGSWGQPHGGSWGQPHGGGWGQGGGTHNQWNKPSKPKTNLKHVAGAAAAGAVVGGLGGYMLGSAMSRPMIHFGNDWEDRYYRENMYRYPNQVYYRPVDQYSNQNNFVHDCVNITIKQHTVTTTTKGENFTETDVKMMERVVEQMCVTQYQKESQAYYDGRRSSSTVLFSSPPVILLISFLIFLIVG. Result: 0 (no interaction). (2) The miRNA is hsa-miR-7977 with sequence UUCCCAGCCAACGCACCA. The protein sequence of the target gene is MAARSLGSGVGRLLRGLQGRSGQSGWSLSVSRSTATRLPGCVPAAAQPGSYPALSAQAAQEPAAFWGPLARDTLVWDTPYHTVWDCDFRTGKIGWFLGGQLNVSVNCLDQHVQKSPETIALIWERDEPGTEVRITYRELLETTCRLANTLKRHGVHRGDRVAIYMPVSPLAVAAMLACARIGAIHTVVFAGFSAESLAGRINDAKCKAVITFNQGLRGGRVVELKKIVDEAVKSCPTVQHVLVAHRTDTKVPMGSLDIPLEQEMAKEAPVCTPESMSSEDMLFMLYTSGSTGTPKGLVHT.... Result: 0 (no interaction). (3) The miRNA is hsa-miR-6846-5p with sequence UGGGGGCUGGAUGGGGUAGAGU. The protein sequence of the target gene is MARARPPPPPSPPPGLLPLLPPLLLLPLLLLPAGCRALEETLMDTKWVTSELAWTSHPESGWEEVSGYDEAMNPIRTYQVCNVRESSQNNWLRTGFIWRRDVQRVYVELKFTVRDCNSIPNIPGSCKETFNLFYYEADSDVASASSPFWMENPYVKVDTIAPDESFSRLDAGRVNTKVRSFGPLSKAGFYLAFQDQGACMSLISVRAFYKKCASTTAGFALFPETLTGAEPTSLVIAPGTCIPNAVEVSVPLKLYCNGDGEWMVPVGACTCATGHEPAAKESQCRPCPPGSYKAKQGEGP.... Result: 0 (no interaction). (4) The miRNA is mmu-miR-1905 with sequence CACCAGUCCCACCACGCGGUAG. The protein sequence of the target gene is MPRNVPEVNGVYRHGACELWCRAMAHALLKRSGVRRGLGGREGPLKRLRLAVEDFVRTTSESEACESRSAVARSRPGGRKSRKELRKEKRHLRKARRLQRTVGSGSGDQGGNVGLNDGPETRRPPTEVRPTPAKATATPAKASAPSTNTKASAAQPKAKAKGAPGKPGPATATARKRALLAANEEEDREIRKLERCLGLHKRKKKGDGSSVPLSFARDGLDYILGALECGSGGGLYESSEEEEEEKLETGQTVLESDLESNSKESEEDPDWQVLQEDQEDVNSKRRGEAESGTRGNKGTK.... Result: 0 (no interaction). (5) The miRNA is hsa-miR-3121-3p with sequence UAAAUAGAGUAGGCAAAGGACA. The protein sequence of the target gene is MALEKSLVRLLLLVLILLVLGWVQPSLGKESRAKKFQRQHMDSDSSPSSSSTYCNQMMRRRNMTQGRCKPVNTFVHEPLVDVQNVCFQEKVTCKNGQGNCYKSNSSMHITDCRLTNGSRYPNCAYRTSPKERHIIVACEGSPYVPVHFDASVEDST. Result: 0 (no interaction). (6) The miRNA is hsa-miR-301b-3p with sequence CAGUGCAAUGAUAUUGUCAAAGC. The protein sequence of the target gene is MAAGGTGGLREEQRYGLSCGRLGQDNITVLHVKLTETAIRALETYQSHKNLIPFRPSIQFQGLHGLVKIPKNDPLNEVHNFNFYLSNVGKDNPQGSFDCIQQTFSSSGASQLNCLGFIQDKITVCATNDSYQMTRERMTQAEEESRNRSTKVIKPGGPYVGKRVQIRKAPQAVSDTVPERKRSTPMNPANTIRKTHSSSTISQRPYRDRVIHLLALKAYKKPELLARLQKDGVNQKDKNSLGAILQQVANLNSKDLSYTLKDYVFKELQRDWPGYSEIDRRSLESVLSRKLNPSQNAAGT.... Result: 1 (interaction). (7) The miRNA is rno-miR-106b-5p with sequence UAAAGUGCUGACAGUGCAGAU. The protein sequence of the target gene is MAWSLGSWLGGCLLVSALGMVPPPENVRMNSVNFKNILQWESPAFAKGNLTFTAQYLSYRIFQDKCMNTTLTECDFSSLSKYGDHTLRVRAEFADEHSDWVNITFCPVDDTIIGPPGMQVEVLADSLHMRFLAPKIENEYETWTMKNVYNSWTYNVQYWKNGTDEKFQITPQYDFEVLRNLEPWTTYCVQVRGFLPDRNKAGEWSEPVCEQTTHDETVPSWMVAVILMASVFMVCLALLGCFALLWCVYKKTKYAFSPRNSLPQHLKEFLGHPHHNTLLFFSFPLSDENDVFDKLSVIAE.... Result: 0 (no interaction). (8) The miRNA is mmu-miR-3092-3p with sequence GAAUGGGGCUGUUUCCCCUCC. The protein sequence of the target gene is MARLLRSATWELFPWRGYCSQKAKGELCRDFVEALKAVVGGSHVSTAAVVREQHGRDESVHRCEPPDAVVWPQNVEQVSRLAALCYRQGVPIIPFGTGTGLEGGVCAVQGGVCVNLTHMDRILELNQEDFSVVVEPGVTRKALNAHLRDSGLWFPVDPGADASLCGMAATGASGTNAVRYGTMRDNVLNLEVVLPDGRLLHTAGRGRHFRFGFWPEIPHHTAWYSPCVSLGRRKSAAGYNLTGLFVGSEGTLGLITATTLRLHPAPEATVAATCAFPSVQAAVDSTVHILQAAVPVARIE.... Result: 0 (no interaction). (9) The miRNA is hsa-miR-1243 with sequence AACUGGAUCAAUUAUAGGAGUG. The protein sequence of the target gene is MDAFKGGMSLERLPEGLRPPPPPPHDMGPAFHLARPADPREPLENSASESSDTELPEKERGGEPKGPEDSGAGGTGCGGADDPAKKKKQRRQRTHFTSQQLQELEATFQRNRYPDMSMREEIAVWTNLTEPRVRVWFKNRRAKWRKRERNQQLDLCKGGYVPQFSGLVQPYEDVYAAGYSYNNWAAKSLAPAPLSTKSFTFFNSMSPLSSQSMFSAPSSISSMTMPSSMGPGAVPGMPNSGLNNINNLTGSSLNSAMSPGACPYGTPASPYSVYRDTCNSSLASLRLKSKQHSSFGYGGL.... Result: 0 (no interaction). (10) The miRNA is mmu-miR-465a-5p with sequence UAUUUAGAAUGGCACUGAUGUGA. The protein sequence of the target gene is MEPAPSEVRLAVREAIHALSSSEDGGHIFCTLESLKRYLGEMEPPALPREKEEFASAHFSPVLRCLASRLSPAWLELLPHGRLEELWASFFLEGPADQAFLVLMETIEGAAGPSFRLMKMARLLARFLREGRLAVLMEAQCRQQTQPGFILLRETLLGKVVALPDHLGNRLQQENLAEFFPQNYFRLLGEEVVRVLQAVVDSLQGGLDSSVSFVSQVLGKACVHGRQQEILGVLVPRLAALTQGSYLHQRVCWRLVEQVPDRAMEAVLTGLVEAALGPEVLSRLLGNLVVKNKKAQFVMT.... Result: 0 (no interaction).